Dataset: Reaction yield outcomes from USPTO patents with 853,638 reactions. Task: Predict the reaction yield, written as a fraction of the theoretical maximum amount of product (1.0 means a 100% yield; for example, 0.34 means a 34% yield). (1) The reactants are Cl[S:2]([N:5]=[C:6]=[O:7])(=[O:4])=[O:3].[CH3:8][C:9]([OH:12])([CH3:11])[CH3:10].C(OC(NC(NS(Cl)(=O)=O)=O)=O)(C)(C)C.[CH3:28][C:29]1[C:30]([NH:43][CH2:44][C:45]([O:47][CH3:48])=[O:46])=[CH:31][S:32][C:33]=1[C:34]1[CH:39]=[CH:38][CH:37]=[C:36]([N+:40]([O-:42])=[O:41])[CH:35]=1.CCN(C(C)C)C(C)C. The catalyst is C(Cl)Cl. The product is [C:9]([O:12][C:6]([NH:5][S:2]([N:43]([C:30]1[C:29]([CH3:28])=[C:33]([C:34]2[CH:39]=[CH:38][CH:37]=[C:36]([N+:40]([O-:42])=[O:41])[CH:35]=2)[S:32][CH:31]=1)[CH2:44][C:45]([O:47][CH3:48])=[O:46])(=[O:4])=[O:3])=[O:7])([CH3:11])([CH3:10])[CH3:8]. The yield is 0.830. (2) The reactants are [C:1]([C:5]1[CH:44]=[CH:43][C:8]([C:9]([NH:11][C@@H:12]([CH2:16][C:17]2[CH:22]=[CH:21][C:20]([C:23]3[N:28]=[CH:27][C:26]([C:29]4[CH:34]=[CH:33][C:32]([O:35][CH2:36][CH2:37][CH2:38][CH2:39][CH2:40][CH2:41][CH3:42])=[CH:31][CH:30]=4)=[CH:25][N:24]=3)=[CH:19][CH:18]=2)[C:13](O)=[O:14])=[O:10])=[CH:7][CH:6]=1)([CH3:4])([CH3:3])[CH3:2].[NH2:45][C@@H:46]([CH2:51][N:52]1[CH:56]=[N:55][CH:54]=[N:53]1)[C:47]([O:49]C)=[O:48].CN(C(ON1N=NC2C=CC=NC1=2)=[N+](C)C)C.F[P-](F)(F)(F)(F)F.[OH-].[Na+]. The catalyst is CN(C=O)C.C(O)(=O)CC(CC(O)=O)(C(O)=O)O. The product is [C:1]([C:5]1[CH:44]=[CH:43][C:8]([C:9]([NH:11][C@@H:12]([CH2:16][C:17]2[CH:22]=[CH:21][C:20]([C:23]3[N:28]=[CH:27][C:26]([C:29]4[CH:30]=[CH:31][C:32]([O:35][CH2:36][CH2:37][CH2:38][CH2:39][CH2:40][CH2:41][CH3:42])=[CH:33][CH:34]=4)=[CH:25][N:24]=3)=[CH:19][CH:18]=2)[C:13]([NH:45][CH:46]([CH2:51][N:52]2[CH:56]=[N:55][CH:54]=[N:53]2)[C:47]([OH:49])=[O:48])=[O:14])=[O:10])=[CH:7][CH:6]=1)([CH3:3])([CH3:2])[CH3:4]. The yield is 0.110. (3) The product is [Cl:20][C:3](=[N:2][OH:1])[C:4]1[CH:5]=[C:6]([CH:10]([NH:12][C:13](=[O:19])[O:14][C:15]([CH3:18])([CH3:17])[CH3:16])[CH3:11])[CH:7]=[CH:8][CH:9]=1. The catalyst is CN(C=O)C.C(OCC)(=O)C. The yield is 0.900. The reactants are [OH:1][N:2]=[CH:3][C:4]1[CH:5]=[C:6]([CH:10]([NH:12][C:13](=[O:19])[O:14][C:15]([CH3:18])([CH3:17])[CH3:16])[CH3:11])[CH:7]=[CH:8][CH:9]=1.[Cl:20]N1C(=O)CCC1=O. (4) The reactants are Br[C:2]1[C:3]([F:22])=[C:4]2[C:8](=[C:9]([C:11]([NH2:13])=[O:12])[CH:10]=1)[NH:7][CH:6]=[C:5]2[CH:14]1[CH2:19][CH2:18][S:17](=[O:21])(=[O:20])[CH2:16][CH2:15]1.[C:23]1(B(O)O)[CH:28]=[CH:27][CH:26]=[CH:25][CH:24]=1.C([O-])([O-])=O.[K+].[K+]. The catalyst is O1CCOCC1.O.C1C=CC(P(C2C=CC=CC=2)[C-]2C=CC=C2)=CC=1.C1C=CC(P(C2C=CC=CC=2)[C-]2C=CC=C2)=CC=1.Cl[Pd]Cl.[Fe+2]. The product is [O:20]=[S:17]1(=[O:21])[CH2:18][CH2:19][CH:14]([C:5]2[C:4]3[C:8](=[C:9]([C:11]([NH2:13])=[O:12])[CH:10]=[C:2]([C:23]4[CH:28]=[CH:27][CH:26]=[CH:25][CH:24]=4)[C:3]=3[F:22])[NH:7][CH:6]=2)[CH2:15][CH2:16]1. The yield is 0.700. (5) The reactants are Br[C:2]1[C:6]([CH3:7])=[CH:5][S:4][CH:3]=1.[Cl-].[Li+].C([Mg]Cl)(C)C.C(=O)=O.Cl[C:19]([O:21][CH3:22])=[O:20]. The catalyst is C1COCC1.CC(C)=O. The product is [CH3:7][C:6]1[C:2]([C:19]([O:21][CH3:22])=[O:20])=[CH:3][S:4][CH:5]=1. The yield is 0.694. (6) The reactants are [O:1]=[C:2]1[C:7]([CH2:8][C:9]2[CH:14]=[CH:13][C:12]([C:15]3[C:16]([C:21]#[N:22])=[CH:17][CH:18]=[CH:19][CH:20]=3)=[CH:11][CH:10]=2)=[C:6]([CH2:23][CH2:24][CH3:25])[N:5]2[N:26]=[CH:27][N:28]=[C:4]2[N:3]1[CH:29]1[CH2:34][CH2:33][CH:32]([O:35][CH2:36][CH:37]=C)[CH2:31][CH2:30]1.I([O-])(=O)(=O)=[O:40].[Na+].CC(C)=O.C(#N)C. The catalyst is C(OCC)(=O)C.O.[Os]=O. The product is [OH:40][CH2:37][CH2:36][O:35][CH:32]1[CH2:33][CH2:34][CH:29]([N:3]2[C:2](=[O:1])[C:7]([CH2:8][C:9]3[CH:14]=[CH:13][C:12]([C:15]4[C:16]([C:21]#[N:22])=[CH:17][CH:18]=[CH:19][CH:20]=4)=[CH:11][CH:10]=3)=[C:6]([CH2:23][CH2:24][CH3:25])[N:5]3[N:26]=[CH:27][N:28]=[C:4]23)[CH2:30][CH2:31]1. The yield is 0.790. (7) The reactants are [C:1]([O:7][CH2:8][C:9]1[CH:14]=[CH:13][CH:12]=[C:11]([Cl:15])[C:10]=1[NH:16][C:17]([C:19]1[S:23][C:22]([NH:24]C(C2C=CC=CC=2)(C2C=CC=CC=2)C2C=CC=CC=2)=[N:21][CH:20]=1)=[O:18])(=[O:6])[C:2]([CH3:5])([CH3:4])[CH3:3].C(O)=O. The catalyst is CCO. The yield is 0.870. The product is [C:1]([O:7][CH2:8][C:9]1[CH:14]=[CH:13][CH:12]=[C:11]([Cl:15])[C:10]=1[NH:16][C:17]([C:19]1[S:23][C:22]([NH2:24])=[N:21][CH:20]=1)=[O:18])(=[O:6])[C:2]([CH3:5])([CH3:4])[CH3:3].